The task is: Regression. Given a peptide amino acid sequence and an MHC pseudo amino acid sequence, predict their binding affinity value. This is MHC class II binding data.. This data is from Peptide-MHC class II binding affinity with 134,281 pairs from IEDB. (1) The peptide sequence is AAATAGTTVIGAFAA. The MHC is HLA-DQA10102-DQB10602 with pseudo-sequence HLA-DQA10102-DQB10602. The binding affinity (normalized) is 0.697. (2) The MHC is DRB1_0301 with pseudo-sequence DRB1_0301. The peptide sequence is DRPFQLFEFYAREPDV. The binding affinity (normalized) is 0.235. (3) The peptide sequence is GRPGNFLQSRPEPTA. The MHC is DRB5_0101 with pseudo-sequence DRB5_0101. The binding affinity (normalized) is 0.252.